Dataset: NCI-60 drug combinations with 297,098 pairs across 59 cell lines. Task: Regression. Given two drug SMILES strings and cell line genomic features, predict the synergy score measuring deviation from expected non-interaction effect. (1) Cell line: CAKI-1. Drug 1: CCC1=C2CN3C(=CC4=C(C3=O)COC(=O)C4(CC)O)C2=NC5=C1C=C(C=C5)O. Drug 2: CC1C(C(CC(O1)OC2CC(CC3=C2C(=C4C(=C3O)C(=O)C5=CC=CC=C5C4=O)O)(C(=O)C)O)N)O. Synergy scores: CSS=46.0, Synergy_ZIP=-6.33, Synergy_Bliss=-7.19, Synergy_Loewe=-0.490, Synergy_HSA=0.601. (2) Drug 1: CCCS(=O)(=O)NC1=C(C(=C(C=C1)F)C(=O)C2=CNC3=C2C=C(C=N3)C4=CC=C(C=C4)Cl)F. Drug 2: CCC1=C2CN3C(=CC4=C(C3=O)COC(=O)C4(CC)O)C2=NC5=C1C=C(C=C5)O. Cell line: A549. Synergy scores: CSS=39.8, Synergy_ZIP=2.24, Synergy_Bliss=2.49, Synergy_Loewe=-12.7, Synergy_HSA=1.22. (3) Drug 1: CS(=O)(=O)OCCCCOS(=O)(=O)C. Drug 2: CC1=C(C(=O)C2=C(C1=O)N3CC4C(C3(C2COC(=O)N)OC)N4)N. Cell line: A498. Synergy scores: CSS=29.1, Synergy_ZIP=-12.9, Synergy_Bliss=-4.26, Synergy_Loewe=-12.8, Synergy_HSA=-1.54. (4) Drug 2: C(=O)(N)NO. Cell line: NCI-H226. Drug 1: C1=CC(=CC=C1C#N)C(C2=CC=C(C=C2)C#N)N3C=NC=N3. Synergy scores: CSS=4.82, Synergy_ZIP=-0.907, Synergy_Bliss=-0.505, Synergy_Loewe=4.58, Synergy_HSA=0.829. (5) Synergy scores: CSS=0.773, Synergy_ZIP=-2.28, Synergy_Bliss=-5.31, Synergy_Loewe=-4.65, Synergy_HSA=-4.74. Cell line: MDA-MB-435. Drug 2: CC1=C2C(C(=O)C3(C(CC4C(C3C(C(C2(C)C)(CC1OC(=O)C(C(C5=CC=CC=C5)NC(=O)OC(C)(C)C)O)O)OC(=O)C6=CC=CC=C6)(CO4)OC(=O)C)O)C)O. Drug 1: C1CC(C1)(C(=O)O)C(=O)O.[NH2-].[NH2-].[Pt+2]. (6) Drug 1: CC1C(C(CC(O1)OC2CC(CC3=C2C(=C4C(=C3O)C(=O)C5=C(C4=O)C(=CC=C5)OC)O)(C(=O)CO)O)N)O.Cl. Drug 2: CC1C(C(CC(O1)OC2CC(CC3=C2C(=C4C(=C3O)C(=O)C5=C(C4=O)C(=CC=C5)OC)O)(C(=O)C)O)N)O.Cl. Cell line: OVCAR-5. Synergy scores: CSS=19.3, Synergy_ZIP=-4.13, Synergy_Bliss=-2.25, Synergy_Loewe=-17.5, Synergy_HSA=-6.90. (7) Drug 1: C1CCC(CC1)NC(=O)N(CCCl)N=O. Drug 2: C1=C(C(=O)NC(=O)N1)N(CCCl)CCCl. Cell line: SF-268. Synergy scores: CSS=38.8, Synergy_ZIP=2.93, Synergy_Bliss=4.93, Synergy_Loewe=2.14, Synergy_HSA=7.40. (8) Drug 1: CCCCCOC(=O)NC1=NC(=O)N(C=C1F)C2C(C(C(O2)C)O)O. Drug 2: CS(=O)(=O)CCNCC1=CC=C(O1)C2=CC3=C(C=C2)N=CN=C3NC4=CC(=C(C=C4)OCC5=CC(=CC=C5)F)Cl. Cell line: HCT116. Synergy scores: CSS=-3.80, Synergy_ZIP=5.53, Synergy_Bliss=4.89, Synergy_Loewe=-3.72, Synergy_HSA=-3.61. (9) Cell line: HCT-15. Synergy scores: CSS=-2.70, Synergy_ZIP=1.98, Synergy_Bliss=-1.29, Synergy_Loewe=-1.69, Synergy_HSA=-5.17. Drug 1: CC(C)NC(=O)C1=CC=C(C=C1)CNNC.Cl. Drug 2: C1CN(P(=O)(OC1)NCCCl)CCCl. (10) Drug 1: CC12CCC3C(C1CCC2=O)CC(=C)C4=CC(=O)C=CC34C. Drug 2: CN(C)C1=NC(=NC(=N1)N(C)C)N(C)C. Cell line: OVCAR-8. Synergy scores: CSS=20.5, Synergy_ZIP=2.04, Synergy_Bliss=3.08, Synergy_Loewe=-39.5, Synergy_HSA=-0.591.